Dataset: Catalyst prediction with 721,799 reactions and 888 catalyst types from USPTO. Task: Predict which catalyst facilitates the given reaction. (1) Reactant: [Cl:1][C:2]1[CH:7]=[CH:6][C:5]([S:8]([NH:11][CH2:12][C:13]2[CH:22]=[CH:21][C:16]([C:17]([O:19][CH3:20])=[O:18])=[CH:15][CH:14]=2)(=[O:10])=[O:9])=[CH:4][CH:3]=1.[H-].[Na+].[F:25][C:26]([F:36])([F:35])[C:27]1[CH:34]=[CH:33][C:30]([CH2:31]Br)=[CH:29][CH:28]=1. Product: [Cl:1][C:2]1[CH:7]=[CH:6][C:5]([S:8]([N:11]([CH2:12][C:13]2[CH:14]=[CH:15][C:16]([C:17]([O:19][CH3:20])=[O:18])=[CH:21][CH:22]=2)[CH2:31][C:30]2[CH:29]=[CH:28][C:27]([C:26]([F:25])([F:35])[F:36])=[CH:34][CH:33]=2)(=[O:10])=[O:9])=[CH:4][CH:3]=1. The catalyst class is: 3. (2) Reactant: [CH3:1][C:2]([S@:5]([NH:7][C@:8]([C:18]1[CH:23]=[CH:22][CH:21]=[C:20]([CH3:24])[C:19]=1[F:25])([CH2:11][C:12](=[O:17])[C:13]([F:16])([F:15])[F:14])[CH2:9][F:10])=[O:6])([CH3:4])[CH3:3]. Product: [CH3:4][C:2]([S@:5]([NH:7][C@:8]([C:18]1[CH:23]=[CH:22][CH:21]=[C:20]([CH3:24])[C:19]=1[F:25])([CH2:11][C@H:12]([OH:17])[C:13]([F:15])([F:14])[F:16])[CH2:9][F:10])=[O:6])([CH3:1])[CH3:3]. The catalyst class is: 41. (3) The catalyst class is: 25. Reactant: [C:1]([O:5][C:6]([C:8]1[C:12]([CH3:13])=[C:11]([C:14](=[O:24])[NH:15][CH2:16][CH2:17][CH2:18][CH2:19][CH2:20][CH2:21][CH2:22][CH3:23])[S:10][C:9]=1[NH:25][C:26]([NH:28][CH2:29][CH2:30][CH2:31][CH2:32][CH2:33][CH2:34][CH2:35][CH3:36])=[O:27])=[O:7])([CH3:4])([CH3:3])[CH3:2].[CH2:37](N)[CH2:38][CH2:39][CH2:40][CH2:41][CH2:42]CC. Product: [C:1]([O:5][C:6]([C:8]1[C:12]([CH3:13])=[C:11]([C:14](=[O:24])[NH:15][CH2:16][CH2:17][CH2:18][CH2:19][CH2:20][CH2:21][CH2:22][CH3:23])[S:10][C:9]=1[NH:25][C:26]([NH:28][CH2:29][CH2:30][CH2:31][CH2:32][CH2:33][CH2:34][CH2:35][CH2:36][CH2:37][CH2:38][CH2:39][CH2:40][CH2:41][CH3:42])=[O:27])=[O:7])([CH3:4])([CH3:3])[CH3:2].